From a dataset of Forward reaction prediction with 1.9M reactions from USPTO patents (1976-2016). Predict the product of the given reaction. (1) The product is: [Na+:31].[CH2:19]([C:16]1[CH:15]=[CH:14][C:13]([C:12]([P:4]([C:6]2[CH:11]=[CH:10][CH:9]=[CH:8][CH:7]=2)(=[O:3])[O-:5])=[O:29])=[CH:18][CH:17]=1)[CH2:20][CH2:21][CH2:22][CH2:23][CH2:24][CH2:25][CH2:26][CH2:27][CH3:28]. Given the reactants C([O:3][P:4]([C:12](=[O:29])[C:13]1[CH:18]=[CH:17][C:16]([CH2:19][CH2:20][CH2:21][CH2:22][CH2:23][CH2:24][CH2:25][CH2:26][CH2:27][CH3:28])=[CH:15][CH:14]=1)([C:6]1[CH:11]=[CH:10][CH:9]=[CH:8][CH:7]=1)=[O:5])C.[I-].[Na+:31], predict the reaction product. (2) Given the reactants [CH3:1][O:2][C:3]1[CH:19]=[CH:18][CH:17]=[CH:16][C:4]=1[O:5][CH2:6][CH2:7][N:8]1[CH2:12][C@H:11]([CH2:13][OH:14])[O:10][C:9]1=[O:15].C(N(CC)CC)C.[CH3:27][S:28](Cl)(=[O:30])=[O:29], predict the reaction product. The product is: [CH3:27][S:28]([O:14][CH2:13][C@@H:11]1[O:10][C:9](=[O:15])[N:8]([CH2:7][CH2:6][O:5][C:4]2[CH:16]=[CH:17][CH:18]=[CH:19][C:3]=2[O:2][CH3:1])[CH2:12]1)(=[O:30])=[O:29]. (3) Given the reactants [CH2:1]([CH:3]([CH2:18][CH2:19][CH2:20][CH3:21])[CH2:4][O:5][P:6]([O-:17])([O:8][CH2:9][CH:10]([CH2:15][CH3:16])[CH2:11][CH2:12][CH2:13][CH3:14])=[O:7])[CH3:2].[Cl-].[CH2:23]([N+:27]1[CH:31]=[CH:30][N:29]([CH2:32][CH2:33][CH2:34][CH2:35][CH2:36][CH3:37])[CH:28]=1)[CH2:24][CH2:25][CH3:26].[OH-].[Na+], predict the reaction product. The product is: [CH2:1]([CH:3]([CH2:18][CH2:19][CH2:20][CH3:21])[CH2:4][O:5][P:6]([O-:17])([O:8][CH2:9][CH:10]([CH2:15][CH3:16])[CH2:11][CH2:12][CH2:13][CH3:14])=[O:7])[CH3:2].[CH2:23]([N+:27]1[CH:31]=[CH:30][N:29]([CH2:32][CH2:33][CH2:34][CH2:35][CH2:36][CH3:37])[CH:28]=1)[CH2:24][CH2:25][CH3:26]. (4) Given the reactants [CH3:1][C:2]1[CH:3]=[C:4]2[C:9](=[CH:10][CH:11]=1)[N:8]=[C:7]([N:12]1[CH2:18][C:17]3[CH:19]=[CH:20][CH:21]=[CH:22][C:16]=3[S:15](=[O:23])[CH2:14][CH2:13]1)[NH:6][C:5]2=O.F[P-](F)(F)(F)(F)F.N1(O[P+](N(C)C)(N(C)C)N(C)C)C2C=CC=CC=2N=N1.N12CCCN=C1CCCCC2.[NH2:63][C@H:64]1[C@H:68]([F:69])[CH2:67][N:66]([C:70]([O:72][CH2:73][C:74]2[CH:79]=[CH:78][CH:77]=[CH:76][CH:75]=2)=[O:71])[CH2:65]1, predict the reaction product. The product is: [F:69][C@H:68]1[C@H:64]([NH:63][C:5]2[C:4]3[C:9](=[CH:10][CH:11]=[C:2]([CH3:1])[CH:3]=3)[N:8]=[C:7]([N:12]3[CH2:18][C:17]4[CH:19]=[CH:20][CH:21]=[CH:22][C:16]=4[S:15](=[O:23])[CH2:14][CH2:13]3)[N:6]=2)[CH2:65][N:66]([C:70]([O:72][CH2:73][C:74]2[CH:79]=[CH:78][CH:77]=[CH:76][CH:75]=2)=[O:71])[CH2:67]1. (5) The product is: [O:26]=[C:25]([C:27]1[CH:32]=[CH:31][CH:30]=[CH:29][N:28]=1)[C:2]#[N:1]. Given the reactants [NH2:1][C:2]1C=CNN=1.COC(=O)C1C=CC(OCC2CC2)=C(Cl)C=1.CO[C:25]([C:27]1[CH:32]=[CH:31][CH:30]=[CH:29][N:28]=1)=[O:26], predict the reaction product. (6) Given the reactants [H-].[Na+].[C:3](#[N:10])C1C=CC=CC=1.Br[CH2:12][CH2:13][O:14][CH2:15]CBr.[CH3:18]O.[CH3:20][CH2:21][CH2:22][CH2:23][CH2:24][CH2:25][CH3:26], predict the reaction product. The product is: [C:22]1([C:21]2([C:3]#[N:10])[CH2:12][CH2:13][O:14][CH2:15][CH2:20]2)[CH:18]=[CH:26][CH:25]=[CH:24][CH:23]=1. (7) Given the reactants [C:1]([C:3]1[CH:8]=[CH:7][C:6]([S:9](Cl)(=[O:11])=[O:10])=[CH:5][CH:4]=1)#[N:2].[CH3:13][NH:14][CH3:15].C1COCC1.C(N(CC)CC)C, predict the reaction product. The product is: [C:1]([C:3]1[CH:8]=[CH:7][C:6]([S:9]([N:14]([CH3:15])[CH3:13])(=[O:11])=[O:10])=[CH:5][CH:4]=1)#[N:2]. (8) The product is: [CH:1]1([C:4]2[O:8][N:7]=[C:6]([C:9]([OH:11])=[O:10])[CH:5]=2)[CH2:2][CH2:3]1. Given the reactants [CH:1]1([C:4]2[O:8][N:7]=[C:6]([C:9]([O:11]CC)=[O:10])[CH:5]=2)[CH2:3][CH2:2]1.[OH-].[Na+].Cl, predict the reaction product. (9) Given the reactants [NH:1]1[CH2:6][CH2:5][O:4][CH2:3][CH2:2]1.C(N(C(C)C)CC)(C)C.Cl[C:17]1[N:22]=[C:21]([CH2:23][C:24]2[CH:50]=[CH:49][CH:48]=[CH:47][C:25]=2[CH2:26][NH:27][C:28]([NH:30][C:31]2[N:35]([C:36]3[CH:41]=[CH:40][C:39]([CH3:42])=[CH:38][CH:37]=3)[N:34]=[C:33]([C:43]([CH3:46])([CH3:45])[CH3:44])[CH:32]=2)=[O:29])[CH:20]=[CH:19][N:18]=1.C(=O)(O)[O-].[Na+], predict the reaction product. The product is: [O:4]1[CH2:5][CH2:6][N:1]([C:17]2[N:22]=[C:21]([CH2:23][C:24]3[CH:50]=[CH:49][CH:48]=[CH:47][C:25]=3[CH2:26][NH:27][C:28]([NH:30][C:31]3[N:35]([C:36]4[CH:37]=[CH:38][C:39]([CH3:42])=[CH:40][CH:41]=4)[N:34]=[C:33]([C:43]([CH3:45])([CH3:46])[CH3:44])[CH:32]=3)=[O:29])[CH:20]=[CH:19][N:18]=2)[CH2:2][CH2:3]1.